Dataset: Catalyst prediction with 721,799 reactions and 888 catalyst types from USPTO. Task: Predict which catalyst facilitates the given reaction. (1) Reactant: [F:1][CH:2]([F:29])[O:3][C:4]1[CH:9]=[CH:8][C:7]([CH:10]2[CH2:15][N:14]([C:16]([N:18]3[CH2:23][CH2:22][S:21](=[O:25])(=[O:24])[CH2:20][CH2:19]3)=[O:17])[CH2:13][CH:12]([C:26](O)=[O:27])[CH2:11]2)=[CH:6][CH:5]=1.O[N:31]=[C:32]([NH2:37])[CH2:33][CH2:34][O:35][CH3:36].CN(C(ON1N=NC2C=CC=NC1=2)=[N+](C)C)C.F[P-](F)(F)(F)(F)F.C(N(CC)C(C)C)(C)C. Product: [F:29][CH:2]([F:1])[O:3][C:4]1[CH:5]=[CH:6][C:7]([CH:10]2[CH2:11][CH:12]([C:26]3[O:27][N:37]=[C:32]([CH2:33][CH2:34][O:35][CH3:36])[N:31]=3)[CH2:13][N:14]([C:16]([N:18]3[CH2:23][CH2:22][S:21](=[O:24])(=[O:25])[CH2:20][CH2:19]3)=[O:17])[CH2:15]2)=[CH:8][CH:9]=1. The catalyst class is: 3. (2) Reactant: [C:1]([O:5][C:6]([N:8]1[CH2:13][CH2:12][CH:11]([NH:14][C:15]2[CH:20]=[CH:19][CH:18]=[CH:17][C:16]=2[NH2:21])[CH2:10][CH2:9]1)=[O:7])([CH3:4])([CH3:3])[CH3:2].[N:22]#[C:23]Br. Product: [C:1]([O:5][C:6]([N:8]1[CH2:13][CH2:12][CH:11]([N:14]2[C:15]3[CH:20]=[CH:19][CH:18]=[CH:17][C:16]=3[N:21]=[C:23]2[NH2:22])[CH2:10][CH2:9]1)=[O:7])([CH3:4])([CH3:2])[CH3:3]. The catalyst class is: 144. (3) Reactant: [CH2:1]([O:8][C:9]([N:11]1[CH2:16][CH2:15][CH:14]([NH:17]C(OC(C)(C)C)=O)[CH2:13][CH2:12]1)=[O:10])[C:2]1[CH:7]=[CH:6][CH:5]=[CH:4][CH:3]=1.C(O)(C(F)(F)F)=O. Product: [CH2:1]([O:8][C:9]([N:11]1[CH2:16][CH2:15][CH:14]([NH2:17])[CH2:13][CH2:12]1)=[O:10])[C:2]1[CH:7]=[CH:6][CH:5]=[CH:4][CH:3]=1. The catalyst class is: 4. (4) Reactant: [Br:1][C:2]1[CH:9]=[CH:8][C:7]([OH:10])=[CH:6][C:3]=1[CH:4]=[O:5].CI.[C:13](=O)([O-])[O-].[K+].[K+].O. Product: [Br:1][C:2]1[CH:9]=[CH:8][C:7]([O:10][CH3:13])=[CH:6][C:3]=1[CH:4]=[O:5]. The catalyst class is: 3. (5) Product: [Cl:1][C:2]1[CH:10]=[CH:9][CH:8]=[C:7]([F:11])[C:3]=1[C:4]([NH:45][C:44]1[C:22]([F:21])=[CH:23][C:24]2[O:29][CH:28]([CH2:30][O:31][CH3:32])[CH2:27][N:26]([S:33]([C:36]3[CH:41]=[CH:40][C:39]([F:42])=[CH:38][CH:37]=3)(=[O:34])=[O:35])[C:25]=2[CH:43]=1)=[O:5]. Reactant: [Cl:1][C:2]1[CH:10]=[CH:9][CH:8]=[C:7]([F:11])[C:3]=1[C:4](Cl)=[O:5].C(N(C(C)C)CC)(C)C.[F:21][C:22]1[C:44]([NH2:45])=[CH:43][C:25]2[N:26]([S:33]([C:36]3[CH:41]=[CH:40][C:39]([F:42])=[CH:38][CH:37]=3)(=[O:35])=[O:34])[CH2:27][CH:28]([CH2:30][O:31][CH3:32])[O:29][C:24]=2[CH:23]=1. The catalyst class is: 2. (6) Reactant: [CH3:1][NH:2][C:3]1[N:8]=[C:7]([C:9]2[C:10]([O:15][C:16]3[CH:21]=[CH:20][C:19](B4OC(C)(C)C(C)(C)O4)=[CH:18][CH:17]=3)=[N:11][CH:12]=[CH:13][CH:14]=2)[CH:6]=[CH:5][N:4]=1.[OH:31]O.O. Product: [CH3:1][NH:2][C:3]1[N:8]=[C:7]([C:9]2[C:10]([O:15][C:16]3[CH:21]=[CH:20][C:19]([OH:31])=[CH:18][CH:17]=3)=[N:11][CH:12]=[CH:13][CH:14]=2)[CH:6]=[CH:5][N:4]=1. The catalyst class is: 271. (7) Reactant: C(OC([N:8]1[CH2:13][CH2:12][N:11]2[C:14](=[O:23])[N:15]([CH2:18][C:19]([F:22])([F:21])[F:20])[C:16](=[O:17])[C:10]2([CH2:24][C:25]2[CH:30]=[CH:29][CH:28]=[CH:27][N:26]=2)[CH2:9]1)=O)(C)(C)C.CS(O)(=O)=O.C(N(CC)CC)C. Product: [N:26]1[CH:27]=[CH:28][CH:29]=[CH:30][C:25]=1[CH2:24][C:10]12[C:16](=[O:17])[N:15]([CH2:18][C:19]([F:21])([F:22])[F:20])[C:14](=[O:23])[N:11]1[CH2:12][CH2:13][NH:8][CH2:9]2. The catalyst class is: 2.